From a dataset of Forward reaction prediction with 1.9M reactions from USPTO patents (1976-2016). Predict the product of the given reaction. (1) Given the reactants [CH3:1][O:2][C:3](=[O:17])[C:4]1[CH:9]=[C:8]([N+:10]([O-:12])=[O:11])[C:7](O)=[C:6]([O:14][CH2:15][CH3:16])[CH:5]=1.C(Cl)(=O)C([Cl:21])=O, predict the reaction product. The product is: [CH3:1][O:2][C:3](=[O:17])[C:4]1[CH:9]=[C:8]([N+:10]([O-:12])=[O:11])[C:7]([Cl:21])=[C:6]([O:14][CH2:15][CH3:16])[CH:5]=1. (2) Given the reactants C(OC([N:8]1[CH2:13][CH2:12][CH:11]([C:14]2[O:15][C:16]([C:19]3[CH:24]=[CH:23][CH:22]=[CH:21][CH:20]=3)=[N:17][N:18]=2)[CH2:10][CH2:9]1)=O)(C)(C)C.C(O)(C(F)(F)F)=O.N, predict the reaction product. The product is: [C:19]1([C:16]2[O:15][C:14]([CH:11]3[CH2:12][CH2:13][NH:8][CH2:9][CH2:10]3)=[N:18][N:17]=2)[CH:20]=[CH:21][CH:22]=[CH:23][CH:24]=1. (3) The product is: [Cl:11][C:12]1[CH:17]=[CH:16][C:15]([F:18])=[CH:14][C:13]=1[C:19]1[O:20][C:21]2[N:22]=[C:23]([CH3:29])[N:24]([CH2:8][CH2:9][CH3:10])[C:25](=[O:28])[C:26]=2[N:27]=1.[Cl:11][C:12]1[CH:17]=[CH:16][C:15]([F:18])=[CH:14][C:13]=1[C:19]1[O:20][C:21]2[N:22]=[C:23]([CH3:29])[N:24]=[C:25]([O:28][CH2:8][CH2:9][CH3:10])[C:26]=2[N:27]=1. Given the reactants C(=O)([O-])[O-].[K+].[K+].Br[CH2:8][CH2:9][CH3:10].[Cl:11][C:12]1[CH:17]=[CH:16][C:15]([F:18])=[CH:14][C:13]=1[C:19]1[O:20][C:21]2[N:22]=[C:23]([CH3:29])[NH:24][C:25](=[O:28])[C:26]=2[N:27]=1.O, predict the reaction product. (4) Given the reactants [C:1]([CH2:3][C:4]([NH2:6])=[O:5])#[N:2].[CH:7]([C:9]1[CH:16]=[CH:15][C:12]([C:13]#[N:14])=[CH:11][CH:10]=1)=O.[F:17][C:18]([F:39])([F:38])[C:19]1[CH:20]=[C:21]([NH:25][C:26]([CH3:37])=[CH:27][C:28]([O:30][CH2:31][CH2:32][Si:33]([CH3:36])([CH3:35])[CH3:34])=[O:29])[CH:22]=[CH:23][CH:24]=1.N1CCCCC1, predict the reaction product. The product is: [CH3:35][Si:33]([CH3:34])([CH3:36])[CH2:32][CH2:31][O:30][C:28]([C:27]1[CH:7]([C:9]2[CH:16]=[CH:15][C:12]([C:13]#[N:14])=[CH:11][CH:10]=2)[C:3]([C:4]([NH2:6])=[O:5])=[C:1]([NH2:2])[N:25]([C:21]2[CH:22]=[CH:23][CH:24]=[C:19]([C:18]([F:38])([F:17])[F:39])[CH:20]=2)[C:26]=1[CH3:37])=[O:29]. (5) Given the reactants [I-:1].C[O:3][C:4]1[CH:5]=[C:6]([C@@H:10]([N+:12]([CH3:22])([CH3:21])[C@H:13]([C:15]2[CH:20]=[CH:19][CH:18]=[CH:17][CH:16]=2)[CH3:14])[CH3:11])[CH:7]=[CH:8][CH:9]=1.COS([O-])(=O)=O.COC1C=C([C@@H]([N+](C)(C)[C@H](C2C=CC=CC=2)C)C)C=CC=1.Br, predict the reaction product. The product is: [I-:1].[OH:3][C:4]1[CH:5]=[C:6]([C@@H:10]([N+:12]([CH3:22])([CH3:21])[C@H:13]([C:15]2[CH:20]=[CH:19][CH:18]=[CH:17][CH:16]=2)[CH3:14])[CH3:11])[CH:7]=[CH:8][CH:9]=1. (6) Given the reactants [C:1](Cl)(Cl)=[S:2].[Cl:5][C:6]1[CH:11]=[CH:10][C:9]([NH2:12])=[CH:8][C:7]=1[C:13]([F:16])([F:15])[F:14].N1C=CC=CC=1, predict the reaction product. The product is: [Cl:5][C:6]1[CH:11]=[CH:10][C:9]([N:12]=[C:1]=[S:2])=[CH:8][C:7]=1[C:13]([F:14])([F:15])[F:16]. (7) Given the reactants [CH:1]1([OH:13])[C:11]2=[C:12]3[C:7](=[CH:8][CH:9]=[CH:10]2)[CH:6]=[CH:5][CH:4]=[C:3]3[CH2:2]1.[Br:14]N1C(=O)CCC1=O, predict the reaction product. The product is: [Br:14][C:6]1[C:7]2[C:12]3[C:3]([CH2:2][CH:1]([OH:13])[C:11]=3[CH:10]=[CH:9][CH:8]=2)=[CH:4][CH:5]=1. (8) Given the reactants [C:1]([O:5][C:6]([NH:8][C@@H:9]([CH2:23][C@H:24]([CH2:28][O:29][CH2:30][C:31]1[CH:36]=[CH:35][CH:34]=[CH:33][CH:32]=1)[CH:25]([CH3:27])[CH3:26])[CH:10]([OH:22])[CH2:11][NH:12][C:13](=[O:21])[C:14]([CH3:20])([CH3:19])[CH2:15][CH2:16][CH2:17][CH3:18])=[O:7])([CH3:4])([CH3:3])[CH3:2].CO[C:39](OC)([CH3:41])[CH3:40].B(F)(F)F.CCOCC.C(N(CC)CC)C, predict the reaction product. The product is: [CH3:20][C:14]([CH3:19])([CH2:15][CH2:16][CH2:17][CH3:18])[C:13]([NH:12][CH2:11][CH:10]1[O:22][C:39]([CH3:41])([CH3:40])[N:8]([C:6]([O:5][C:1]([CH3:4])([CH3:3])[CH3:2])=[O:7])[C@H:9]1[CH2:23][C@H:24]([CH2:28][O:29][CH2:30][C:31]1[CH:32]=[CH:33][CH:34]=[CH:35][CH:36]=1)[CH:25]([CH3:27])[CH3:26])=[O:21].